From a dataset of Forward reaction prediction with 1.9M reactions from USPTO patents (1976-2016). Predict the product of the given reaction. (1) Given the reactants C([O:8][C:9]1[CH:14]=[CH:13][N:12]=[C:11]([NH2:15])[CH:10]=1)C1C=CC=CC=1.CO[CH:18](OC)[N:19](C)C, predict the reaction product. The product is: [N:15]1[CH:18]=[N:19][N:12]2[CH:13]=[CH:14][C:9]([OH:8])=[CH:10][C:11]=12. (2) Given the reactants [Cl:1][C:2]1[CH:7]=[CH:6][C:5]([C:8]2[CH:9]=[C:10]3[CH:25]([OH:26])[CH2:24][C:23]([CH3:28])([CH3:27])[O:22][C:11]3=[N:12][C:13]=2[C:14]2[CH:19]=[CH:18][C:17]([Cl:20])=[CH:16][C:15]=2[Cl:21])=[CH:4][CH:3]=1.[C:29](OC(=O)C)(=[O:31])[CH3:30], predict the reaction product. The product is: [C:29]([O:26][CH:25]1[C:10]2[C:11](=[N:12][C:13]([C:14]3[CH:19]=[CH:18][C:17]([Cl:20])=[CH:16][C:15]=3[Cl:21])=[C:8]([C:5]3[CH:4]=[CH:3][C:2]([Cl:1])=[CH:7][CH:6]=3)[CH:9]=2)[O:22][C:23]([CH3:28])([CH3:27])[CH2:24]1)(=[O:31])[CH3:30]. (3) The product is: [F:41][C:19]1[CH:20]=[C:21]([NH:24][C:25]([C:27]2[C:32](=[O:33])[N:31]([C:34]3[CH:35]=[CH:36][C:37]([F:40])=[CH:38][CH:39]=3)[N:30]=[CH:29][CH:28]=2)=[O:26])[CH:22]=[CH:23][C:18]=1[O:17][C:16]1[CH:15]=[CH:14][N:13]=[C:12]2[NH:8][N:9]=[C:10]([N:42]3[CH2:47][CH2:46][CH:45]([NH:48][CH3:49])[CH2:44][CH2:43]3)[C:11]=12. Given the reactants COC1C=CC(C[N:8]2[C:12]3=[N:13][CH:14]=[CH:15][C:16]([O:17][C:18]4[CH:23]=[CH:22][C:21]([NH:24][C:25]([C:27]5[C:32](=[O:33])[N:31]([C:34]6[CH:39]=[CH:38][C:37]([F:40])=[CH:36][CH:35]=6)[N:30]=[CH:29][CH:28]=5)=[O:26])=[CH:20][C:19]=4[F:41])=[C:11]3[C:10]([N:42]3[CH2:47][CH2:46][CH:45]([N:48](C)[C:49](=O)OC(C)(C)C)[CH2:44][CH2:43]3)=[N:9]2)=CC=1.C(O)(C(F)(F)F)=O, predict the reaction product. (4) The product is: [NH2:36][C:34](=[O:35])[C:32]([NH:33][C:22](=[O:23])[C:21]1[CH:25]=[CH:26][CH:27]=[C:19]([C:10]2[C:11]3[C:6](=[CH:5][C:4]([S:3][CH2:1][CH3:2])=[C:13]4[O:14][C:15]([CH3:17])([CH3:18])[CH2:16][C:12]4=3)[CH2:7][C:8]([CH3:28])([CH3:29])[N:9]=2)[CH:20]=1)([CH3:37])[CH3:31]. Given the reactants [CH2:1]([S:3][C:4]1[CH:5]=[C:6]2[C:11](=[C:12]3[CH2:16][C:15]([CH3:18])([CH3:17])[O:14][C:13]=13)[C:10]([C:19]1[CH:20]=[C:21]([CH:25]=[CH:26][CH:27]=1)[C:22](O)=[O:23])=[N:9][C:8]([CH3:29])([CH3:28])[CH2:7]2)[CH3:2].Cl.[CH3:31][C:32]([CH3:37])([C:34]([NH2:36])=[O:35])[NH2:33].O.ON1C2C=CC=CC=2N=N1.C(N(CC)CC)C.Cl.C(N=C=NCCCN(C)C)C, predict the reaction product. (5) Given the reactants C[O:2][C:3]([C:5]1[C:9]([CH3:10])=[C:8]([C:11]2[CH:16]=[CH:15][CH:14]=[CH:13][C:12]=2[C:17]([F:20])([F:19])[F:18])[N:7]([CH3:21])[CH:6]=1)=[O:4].[OH-].[Na+].C(O)=O, predict the reaction product. The product is: [CH3:21][N:7]1[C:8]([C:11]2[CH:16]=[CH:15][CH:14]=[CH:13][C:12]=2[C:17]([F:19])([F:20])[F:18])=[C:9]([CH3:10])[C:5]([C:3]([OH:4])=[O:2])=[CH:6]1. (6) Given the reactants [N+:1]([C:4]1[CH:11]=[CH:10][CH:9]=[CH:8][C:5]=1[CH:6]=O)([O-:3])=[O:2].[S:12]1[CH2:16][C:15](=[O:17])[NH:14][C:13]1=[O:18].C([O-])(=O)C.[Na+].O, predict the reaction product. The product is: [N+:1]([C:4]1[CH:11]=[CH:10][CH:9]=[CH:8][C:5]=1[CH:6]=[C:16]1[S:12][C:13](=[O:18])[NH:14][C:15]1=[O:17])([O-:3])=[O:2]. (7) The product is: [F:14][C:15]1[CH:20]=[CH:19][C:18]([O:21][CH3:22])=[CH:17][C:16]=1[C:23]1[C:24]([C:39]([NH:41][NH:42][C:6](=[O:11])[C:7]([F:8])([F:9])[F:10])=[O:40])=[CH:25][C:26]([O:29][CH2:30][C:31]2[CH:36]=[CH:35][C:34]([O:37][CH3:38])=[CH:33][CH:32]=2)=[CH:27][CH:28]=1. Given the reactants [F:8][C:7]([F:10])([F:9])[C:6](O[C:6](=[O:11])[C:7]([F:10])([F:9])[F:8])=[O:11].[F:14][C:15]1[CH:20]=[CH:19][C:18]([O:21][CH3:22])=[CH:17][C:16]=1[C:23]1[C:24]([C:39]([NH:41][NH2:42])=[O:40])=[CH:25][C:26]([O:29][CH2:30][C:31]2[CH:36]=[CH:35][C:34]([O:37][CH3:38])=[CH:33][CH:32]=2)=[CH:27][CH:28]=1.C(N(CC)CC)C.C(=O)([O-])O.[Na+], predict the reaction product.